Dataset: Full USPTO retrosynthesis dataset with 1.9M reactions from patents (1976-2016). Task: Predict the reactants needed to synthesize the given product. (1) Given the product [CH:1]([C:4]1[CH:5]=[C:6]([C@@H:10]([NH:12][C:13]([C:15]2[CH:39]=[CH:38][C:18]3[N:19]([CH2:22][C:23]4[CH:24]=[CH:25][C:26]([C:41]5[C:42]([C:47]([O:49][CH3:50])=[O:48])=[N:43][CH:44]=[CH:45][CH:46]=5)=[CH:27][CH:28]=4)[CH:20]=[N:21][C:17]=3[CH:16]=2)=[O:14])[CH3:11])[CH:7]=[CH:8][CH:9]=1)([CH3:3])[CH3:2], predict the reactants needed to synthesize it. The reactants are: [CH:1]([C:4]1[CH:5]=[C:6]([C@@H:10]([NH:12][C:13]([C:15]2[CH:39]=[CH:38][C:18]3[N:19]([CH2:22][C:23]4[CH:28]=[CH:27][C:26](B5OC(C)(C)C(C)(C)O5)=[CH:25][CH:24]=4)[CH:20]=[N:21][C:17]=3[CH:16]=2)=[O:14])[CH3:11])[CH:7]=[CH:8][CH:9]=1)([CH3:3])[CH3:2].Br[C:41]1[C:42]([C:47]([O:49][CH3:50])=[O:48])=[N:43][CH:44]=[CH:45][CH:46]=1.C([O-])([O-])=O.[Na+].[Na+].O. (2) Given the product [C:10]([C:12]1[CH:17]=[CH:16][C:15]([O:18][CH:20]([CH2:26][CH3:27])[C:21]([O:23][CH2:24][CH3:25])=[O:22])=[CH:14][CH:13]=1)#[N:11], predict the reactants needed to synthesize it. The reactants are: C(=O)([O-])[O-].[K+].[K+].C(#N)C.[C:10]([C:12]1[CH:17]=[CH:16][C:15]([OH:18])=[CH:14][CH:13]=1)#[N:11].Br[CH:20]([CH2:26][CH3:27])[C:21]([O:23][CH2:24][CH3:25])=[O:22].